Dataset: Full USPTO retrosynthesis dataset with 1.9M reactions from patents (1976-2016). Task: Predict the reactants needed to synthesize the given product. (1) The reactants are: [C:1]([CH:6]([CH2:10][CH3:11])[C:7]([OH:9])=[O:8])([O:3]CC)=[O:2].C(N[CH2:15][CH3:16])C.[CH2:17]=O.S(=O)(=O)(O)O. Given the product [CH2:11]([CH:10]=[C:6]([CH2:15][CH3:16])[C:7]([OH:9])=[O:8])[CH3:17].[CH2:10]([C:6](=[CH2:7])[C:1]([OH:3])=[O:2])[CH3:11], predict the reactants needed to synthesize it. (2) Given the product [CH2:1]([N:8]1[CH2:12][C@H:11]([CH3:13])[C@@H:10]([C:14]([NH:20][CH:17]2[CH2:19][CH2:18]2)=[O:16])[CH2:9]1)[C:2]1[CH:3]=[CH:4][CH:5]=[CH:6][CH:7]=1, predict the reactants needed to synthesize it. The reactants are: [CH2:1]([N:8]1[CH2:12][C@H:11]([CH3:13])[C@@H:10]([C:14]([OH:16])=O)[CH2:9]1)[C:2]1[CH:7]=[CH:6][CH:5]=[CH:4][CH:3]=1.[CH:17]1([NH2:20])[CH2:19][CH2:18]1.C(N=C=NCCCN(C)C)C.Cl. (3) Given the product [CH3:1][O:2][C:3]1[CH:19]=[CH:18][CH:17]=[CH:16][C:4]=1[CH2:5][N:6]1[C:11]([CH3:12])=[CH:10][C:9]([O:13][CH2:21][C:22]2[CH:39]=[CH:38][CH:37]=[CH:36][C:23]=2[CH2:24][N:25]2[C:29](=[O:30])[C:28]3[C:27](=[CH:34][CH:33]=[CH:32][CH:31]=3)[C:26]2=[O:35])=[C:8]([Cl:14])[C:7]1=[O:15], predict the reactants needed to synthesize it. The reactants are: [CH3:1][O:2][C:3]1[CH:19]=[CH:18][CH:17]=[CH:16][C:4]=1[CH2:5][N:6]1[C:11]([CH3:12])=[CH:10][C:9]([OH:13])=[C:8]([Cl:14])[C:7]1=[O:15].Cl[CH2:21][C:22]1[CH:39]=[CH:38][CH:37]=[CH:36][C:23]=1[CH2:24][N:25]1[C:29](=[O:30])[C:28]2=[CH:31][CH:32]=[CH:33][CH:34]=[C:27]2[C:26]1=[O:35].C(=O)([O-])[O-].[K+].[K+]. (4) Given the product [F:22][C:21]([F:23])([F:24])[CH2:20][C:19]([NH:18][C:11]1[CH:12]=[CH:13][C:14]([O:16][CH3:17])=[CH:15][C:10]=1[CH2:9][OH:8])=[O:25], predict the reactants needed to synthesize it. The reactants are: [Si]([O:8][CH2:9][C:10]1[CH:15]=[C:14]([O:16][CH3:17])[CH:13]=[CH:12][C:11]=1[NH:18][C:19](=[O:25])[CH2:20][C:21]([F:24])([F:23])[F:22])(C(C)(C)C)(C)C.CCCC[N+](CCCC)(CCCC)CCCC.[F-]. (5) Given the product [CH3:12][C:10]1[C:9]2[C:4](=[CH:5][CH:6]=[CH:7][CH:8]=2)[N:3]=[C:2]([CH:13]=[CH2:14])[CH:11]=1, predict the reactants needed to synthesize it. The reactants are: Cl[C:2]1[CH:11]=[C:10]([CH3:12])[C:9]2[C:4](=[CH:5][CH:6]=[CH:7][CH:8]=2)[N:3]=1.[C:13]1(P(C2C=CC=CC=2)C2C=CC=CC=2)C=CC=C[CH:14]=1.C([Sn](CCCC)(CCCC)CCCC)=C. (6) Given the product [C:6]1([NH:12][C:13]2[CH:18]=[CH:17][C:16]([CH2:19][C:20]3[CH:25]=[C:24]([C:26]4[C:27]([NH2:32])=[N:28][CH:29]=[CH:30][CH:31]=4)[O:22][N:21]=3)=[CH:15][CH:14]=2)[CH:11]=[CH:10][CH:9]=[CH:8][CH:7]=1, predict the reactants needed to synthesize it. The reactants are: O1CCCC1.[C:6]1([NH:12][C:13]2[CH:18]=[CH:17][C:16]([CH2:19][C:20](Cl)=[N:21][OH:22])=[CH:15][CH:14]=2)[CH:11]=[CH:10][CH:9]=[CH:8][CH:7]=1.[C:24]([C:26]1[C:27]([NH2:32])=[N:28][CH:29]=[CH:30][CH:31]=1)#[CH:25].C(N(CC)CC)C. (7) Given the product [I:11][C:8]1[CH:9]=[CH:10][C:2]2[N:1]=[C:12]([CH3:13])[O:5][C:4](=[O:6])[C:3]=2[CH:7]=1, predict the reactants needed to synthesize it. The reactants are: [NH2:1][C:2]1[CH:10]=[CH:9][C:8]([I:11])=[CH:7][C:3]=1[C:4]([OH:6])=[O:5].[C:12](OC(=O)C)(=O)[CH3:13]. (8) Given the product [Cl:25][C:24]1[C:19]([O:18][C:12]2[CH:13]=[C:14]([CH:15]=[CH:16][C:11]=2[CH2:10][CH2:9][CH2:8][O:7][C:6]([NH:5][CH2:4][CH:1]2[CH2:3][CH2:2]2)=[O:30])[O:17][CH2:38][C:39]([O:41][CH2:42][CH3:43])=[O:40])=[N:20][CH:21]=[C:22]([C:26]([F:29])([F:27])[F:28])[CH:23]=1, predict the reactants needed to synthesize it. The reactants are: [CH:1]1([CH2:4][NH:5][C:6](=[O:30])[O:7][CH2:8][CH2:9][CH2:10][C:11]2[CH:16]=[CH:15][C:14]([OH:17])=[CH:13][C:12]=2[O:18][C:19]2[C:24]([Cl:25])=[CH:23][C:22]([C:26]([F:29])([F:28])[F:27])=[CH:21][N:20]=2)[CH2:3][CH2:2]1.C(=O)([O-])[O-].[K+].[K+].Br[CH2:38][C:39]([O:41][CH2:42][CH3:43])=[O:40].Cl. (9) Given the product [N+:6]([O-:9])([O-:8])=[O:7].[CH3:1][NH2+:2][CH2:3][CH2:4][O:5][N+:6]([O-:8])=[O:7], predict the reactants needed to synthesize it. The reactants are: [CH3:1][NH:2][CH2:3][CH2:4][OH:5].[N+:6]([O-:9])([OH:8])=[O:7].CC(OC(C)=O)=O.